Task: Predict the reactants needed to synthesize the given product.. Dataset: Full USPTO retrosynthesis dataset with 1.9M reactions from patents (1976-2016) (1) Given the product [NH2:16][C@@H:12]1[CH2:13][CH2:14][CH2:15][C@H:10]([NH:9][C:6]2[N:5]=[C:4]([C:24]3[C:32]4[C:27](=[N:28][CH:29]=[C:30]([C:33]([F:36])([F:34])[F:35])[CH:31]=4)[N:26]([S:37]([C:40]4[CH:41]=[CH:42][C:43]([CH3:44])=[CH:45][CH:46]=4)(=[O:38])=[O:39])[CH:25]=3)[C:3]([C:1]#[N:2])=[CH:8][N:7]=2)[CH2:11]1, predict the reactants needed to synthesize it. The reactants are: [C:1]([C:3]1[C:4]([C:24]2[C:32]3[C:27](=[N:28][CH:29]=[C:30]([C:33]([F:36])([F:35])[F:34])[CH:31]=3)[N:26]([S:37]([C:40]3[CH:46]=[CH:45][C:43]([CH3:44])=[CH:42][CH:41]=3)(=[O:39])=[O:38])[CH:25]=2)=[N:5][C:6]([NH:9][C@@H:10]2[CH2:15][CH2:14][CH2:13][C@H:12]([NH:16]C(=O)OC(C)(C)C)[CH2:11]2)=[N:7][CH:8]=1)#[N:2].C(Cl)Cl. (2) Given the product [CH3:1][C:2]1([CH3:30])[O:6][C@@H:5]([CH2:7][O:8][C:9]2[CH:14]=[CH:13][CH:12]=[CH:11][C:10]=2[C:15]2[CH:16]=[CH:17][C:18]3[N:19]([C:21]([C:25]([OH:27])=[O:26])=[C:22]([CH3:24])[N:23]=3)[N:20]=2)[CH2:4][O:3]1, predict the reactants needed to synthesize it. The reactants are: [CH3:1][C:2]1([CH3:30])[O:6][C@@H:5]([CH2:7][O:8][C:9]2[CH:14]=[CH:13][CH:12]=[CH:11][C:10]=2[C:15]2[CH:16]=[CH:17][C:18]3[N:19]([C:21]([C:25]([O:27]CC)=[O:26])=[C:22]([CH3:24])[N:23]=3)[N:20]=2)[CH2:4][O:3]1.O[Li].O.O. (3) Given the product [CH2:13]([C:17]1[N:18]=[C:19]([CH3:48])[N:20]([CH2:39][C:40]2[CH:45]=[CH:44][CH:43]=[C:42]([F:46])[C:41]=2[F:47])[C:21](=[O:38])[C:22]=1[CH2:23][C:24]1[CH:25]=[CH:26][C:27]([C:30]2[CH:35]=[CH:34][CH:33]=[CH:32][C:31]=2[C:36]2[NH:3][C:4](=[O:7])[O:5][N:37]=2)=[CH:28][CH:29]=1)[CH2:14][CH2:15][CH3:16], predict the reactants needed to synthesize it. The reactants are: [Cl-].O[NH3+:3].[C:4](=[O:7])([O-])[OH:5].[Na+].CS(C)=O.[CH2:13]([C:17]1[N:18]=[C:19]([CH3:48])[N:20]([CH2:39][C:40]2[CH:45]=[CH:44][CH:43]=[C:42]([F:46])[C:41]=2[F:47])[C:21](=[O:38])[C:22]=1[CH2:23][C:24]1[CH:29]=[CH:28][C:27]([C:30]2[C:31]([C:36]#[N:37])=[CH:32][CH:33]=[CH:34][CH:35]=2)=[CH:26][CH:25]=1)[CH2:14][CH2:15][CH3:16]. (4) Given the product [C:14]1([C:11]2([NH:20][C:21]([C:23]3[C:24]4[C:46]([CH3:47])=[N:45][NH:44][C:25]=4[N:26]=[C:27]([C:29]4[CH:34]=[CH:33][C:32]([OH:35])=[CH:31][C:30]=4[F:43])[CH:28]=3)=[O:22])[CH2:12][CH2:13][NH:8][CH2:9][CH2:10]2)[CH:19]=[CH:18][CH:17]=[CH:16][CH:15]=1, predict the reactants needed to synthesize it. The reactants are: C([N:8]1[CH2:13][CH2:12][C:11]([NH:20][C:21]([C:23]2[C:24]3[C:46]([CH3:47])=[N:45][N:44](C4CCCCO4)[C:25]=3[N:26]=[C:27]([C:29]3[CH:34]=[CH:33][C:32]([O:35]CC4C=CC=CC=4)=[CH:31][C:30]=3[F:43])[CH:28]=2)=[O:22])([C:14]2[CH:19]=[CH:18][CH:17]=[CH:16][CH:15]=2)[CH2:10][CH2:9]1)C1C=CC=CC=1. (5) Given the product [Cl:17][C:18]1[C:19]([O:6][CH2:5][C:4]2[CH:7]=[CH:8][C:9]([Cl:10])=[C:2]([Cl:1])[CH:3]=2)=[CH:20][C:21]([F:33])=[C:22]([CH:32]=1)[C:23]([NH:25][S:26](=[O:30])(=[O:31])[N:27]([CH3:29])[CH3:28])=[O:24], predict the reactants needed to synthesize it. The reactants are: [Cl:1][C:2]1[CH:3]=[C:4]([CH:7]=[CH:8][C:9]=1[Cl:10])[CH2:5][OH:6].CC(C)([O-])C.[K+].[Cl:17][C:18]1[C:19](F)=[CH:20][C:21]([F:33])=[C:22]([CH:32]=1)[C:23]([NH:25][S:26](=[O:31])(=[O:30])[N:27]([CH3:29])[CH3:28])=[O:24]. (6) Given the product [CH2:17]([C:16]1[N:26]([C:29]2[CH:34]=[CH:33][CH:32]=[CH:31][C:30]=2[F:35])[N:27]=[N:28][C:15]=1[C:14]([O:13][CH3:12])=[O:25])[C:18]1[CH:23]=[CH:22][CH:21]=[CH:20][CH:19]=1, predict the reactants needed to synthesize it. The reactants are: C1CCN2C(=NCCC2)CC1.[CH3:12][O:13][C:14](=[O:25])[CH2:15][C:16](=O)[CH2:17][C:18]1[CH:23]=[CH:22][CH:21]=[CH:20][CH:19]=1.[N:26]([C:29]1[CH:34]=[CH:33][CH:32]=[CH:31][C:30]=1[F:35])=[N+:27]=[N-:28].O. (7) Given the product [CH2:1]([NH:8][C:9]1[N:13]([CH3:14])[C:12]2[CH:15]=[CH:16][C:17]([N:19]([CH3:20])[C:21]3[CH:26]=[CH:25][N:24]=[C:23]([NH:28][C:29]4[CH:30]=[CH:31][C:32]([CH3:41])=[C:33]([S:35]([NH:38][O:39][CH3:40])(=[O:36])=[O:37])[CH:34]=4)[N:22]=3)=[CH:18][C:11]=2[N:10]=1)[C:2]1[CH:7]=[CH:6][CH:5]=[CH:4][CH:3]=1, predict the reactants needed to synthesize it. The reactants are: [CH2:1]([NH:8][C:9]1[N:13]([CH3:14])[C:12]2[CH:15]=[CH:16][C:17]([N:19]([C:21]3[CH:26]=[CH:25][N:24]=[C:23](Cl)[N:22]=3)[CH3:20])=[CH:18][C:11]=2[N:10]=1)[C:2]1[CH:7]=[CH:6][CH:5]=[CH:4][CH:3]=1.[NH2:28][C:29]1[CH:30]=[CH:31][C:32]([CH3:41])=[C:33]([S:35]([NH:38][O:39][CH3:40])(=[O:37])=[O:36])[CH:34]=1.CO. (8) Given the product [CH2:17]([C:12]1([CH2:20][CH2:21][CH2:22][CH2:23][CH2:24][CH3:25])[C:11]2[CH:10]=[CH:9][CH:8]=[CH:7][C:6]=2[C:5]2[C:13]1=[CH:1][CH:2]=[CH:3][CH:4]=2)[CH2:16][CH2:15][CH2:14][CH2:27][CH3:28], predict the reactants needed to synthesize it. The reactants are: [CH:1]1[C:13]2[CH2:12][C:11]3[C:6](=[CH:7][CH:8]=[CH:9][CH:10]=3)[C:5]=2[CH:4]=[CH:3][CH:2]=1.[CH2:14]([Li])[CH2:15][CH2:16][CH3:17].Br[CH2:20][CH2:21][CH2:22][CH2:23][CH2:24][CH3:25].O1CC[CH2:28][CH2:27]1.